From a dataset of Peptide-MHC class I binding affinity with 185,985 pairs from IEDB/IMGT. Regression. Given a peptide amino acid sequence and an MHC pseudo amino acid sequence, predict their binding affinity value. This is MHC class I binding data. The peptide sequence is ISYTYNDNW. The MHC is HLA-B40:01 with pseudo-sequence HLA-B40:01. The binding affinity (normalized) is 0.0847.